This data is from Reaction yield outcomes from USPTO patents with 853,638 reactions. The task is: Predict the reaction yield, written as a fraction of the theoretical maximum amount of product (1.0 means a 100% yield; for example, 0.34 means a 34% yield). The reactants are [CH2:1]([O:8][C:9]1[CH:13]=[C:12]([CH:14]=O)[N:11]([C:16]2[CH:21]=[CH:20][CH:19]=[CH:18][CH:17]=2)[N:10]=1)[C:2]1[CH:7]=[CH:6][CH:5]=[CH:4][CH:3]=1.C(OP([CH2:30][C:31]([O:33][CH2:34][CH3:35])=[O:32])(OCC)=O)C.CN(C)C=O.[H-].[Na+]. The catalyst is O. The product is [CH2:1]([O:8][C:9]1[CH:13]=[C:12](/[CH:14]=[CH:30]/[C:31]([O:33][CH2:34][CH3:35])=[O:32])[N:11]([C:16]2[CH:21]=[CH:20][CH:19]=[CH:18][CH:17]=2)[N:10]=1)[C:2]1[CH:7]=[CH:6][CH:5]=[CH:4][CH:3]=1. The yield is 0.940.